This data is from Full USPTO retrosynthesis dataset with 1.9M reactions from patents (1976-2016). The task is: Predict the reactants needed to synthesize the given product. (1) The reactants are: [CH3:1][C:2]1[CH:3]=[C:4]([CH:8]=[CH:9][C:10]=1[C:11]([N:13]1[CH2:17][CH2:16][CH2:15][CH2:14]1)=[O:12])[C:5]([OH:7])=O.CN(C(ON1N=NC2C=CC=CC1=2)=[N+](C)C)C.[B-](F)(F)(F)F.C(N(C(C)C)CC)(C)C.[Cl:49][C:50]1[CH:62]=[CH:61][C:53]2[NH:54][C:55]([C:57]3([NH2:60])[CH2:59][CH2:58]3)=[N:56][C:52]=2[CH:51]=1.ClCl. Given the product [Cl:49][C:50]1[CH:62]=[CH:61][C:53]2[NH:54][C:55]([C:57]3([NH:60][C:5](=[O:7])[C:4]4[CH:8]=[CH:9][C:10]([C:11]([N:13]5[CH2:17][CH2:16][CH2:15][CH2:14]5)=[O:12])=[C:2]([CH3:1])[CH:3]=4)[CH2:58][CH2:59]3)=[N:56][C:52]=2[CH:51]=1, predict the reactants needed to synthesize it. (2) Given the product [CH:12]1[C:3]2[C:4]3[C:9](=[CH:8][CH:7]=[CH:6][CH:5]=3)[CH:10]=[CH:11][C:2]=2[O:1][C:15]=1[C:16]([OH:18])=[O:17], predict the reactants needed to synthesize it. The reactants are: [OH:1][C:2]1[CH:11]=[CH:10][C:9]2[C:4](=[CH:5][CH:6]=[CH:7][CH:8]=2)[C:3]=1[CH:12]=O.Br[CH2:15][C:16]([O:18]CC)=[O:17].ClCC(OCC)=O. (3) Given the product [Br:1][C:2]1[CH:3]=[C:4]([NH:8][S:12]([CH:9]2[CH2:11][CH2:10]2)(=[O:14])=[O:13])[CH:5]=[N:6][CH:7]=1, predict the reactants needed to synthesize it. The reactants are: [Br:1][C:2]1[CH:3]=[C:4]([NH2:8])[CH:5]=[N:6][CH:7]=1.[CH:9]1([S:12](Cl)(=[O:14])=[O:13])[CH2:11][CH2:10]1.O1CCOCC1.N1C=CC=CC=1. (4) The reactants are: C(O[C:6]([N:8]1[CH2:13][CH2:12][N:11](C2C(=O)N(CC(C)C)N=C(C3C=CC(C)=C(F)C=3)C=2C)[CH2:10][CH2:9]1)=O)(C)(C)C.[Cl:34][C:35]1[CH:40]=[CH:39][CH:38]=[CH:37][C:36]=1[CH2:41][CH2:42][CH2:43][N:44]1[C:49](=[O:50])[C:48]([CH2:51]OS(C)(=O)=O)=[CH:47][C:46]([C:57]2[CH:62]=[CH:61][C:60]([O:63][CH3:64])=[C:59]([F:65])[CH:58]=2)=[N:45]1. Given the product [Cl:34][C:35]1[CH:40]=[CH:39][CH:38]=[CH:37][C:36]=1[CH2:41][CH2:42][CH2:43][N:44]1[C:49](=[O:50])[C:48]([CH2:51][N:11]2[CH2:12][CH2:13][N:8]([CH3:6])[CH2:9][CH2:10]2)=[CH:47][C:46]([C:57]2[CH:62]=[CH:61][C:60]([O:63][CH3:64])=[C:59]([F:65])[CH:58]=2)=[N:45]1, predict the reactants needed to synthesize it. (5) Given the product [F:1][C:2]1[C:3](/[CH:8]=[N:16]/[S@:14]([C:11]([CH3:13])([CH3:12])[CH3:10])=[O:15])=[N:4][CH:5]=[CH:6][CH:7]=1, predict the reactants needed to synthesize it. The reactants are: [F:1][C:2]1[C:3]([CH:8]=O)=[N:4][CH:5]=[CH:6][CH:7]=1.[CH3:10][C:11]([S@@:14]([NH2:16])=[O:15])([CH3:13])[CH3:12].CCOC(C)=O. (6) Given the product [CH2:11]([N:13]([CH2:26][O:27][CH3:28])[C:14](=[O:25])[C:15]1[CH:20]=[CH:19][CH:18]=[CH:17][C:16]=1[Si:21]([CH3:24])([CH3:23])[CH3:22])[CH3:12], predict the reactants needed to synthesize it. The reactants are: C[Si]([N-][Si](C)(C)C)(C)C.[Na+].[CH2:11]([NH:13][C:14](=[O:25])[C:15]1[CH:20]=[CH:19][CH:18]=[CH:17][C:16]=1[Si:21]([CH3:24])([CH3:23])[CH3:22])[CH3:12].[CH3:26][O:27][CH2:28]Cl. (7) Given the product [CH3:16][C:15]1[C:10]([C:11]([O:13][CH3:14])=[O:12])=[C:8]([C:7]2[CH:18]=[CH:19][C:4]([N+:1]([O-:3])=[O:2])=[CH:5][CH:6]=2)[O:9][N:21]=1, predict the reactants needed to synthesize it. The reactants are: [N+:1]([C:4]1[CH:19]=[CH:18][C:7]([C:8]([CH:10]([C:15](=O)[CH3:16])[C:11]([O:13][CH3:14])=[O:12])=[O:9])=[CH:6][CH:5]=1)([O-:3])=[O:2].Cl.[NH2:21]O.C([O-])(O)=O.[Na+].